From a dataset of Catalyst prediction with 721,799 reactions and 888 catalyst types from USPTO. Predict which catalyst facilitates the given reaction. (1) Reactant: Br[C:2]1[S:3][C:4]([Br:7])=[CH:5][N:6]=1.[NH:8]1[CH2:12][CH2:11][CH2:10][CH2:9]1.CCN(C(C)C)C(C)C. Product: [Br:7][C:4]1[S:3][C:2]([N:8]2[CH2:12][CH2:11][CH2:10][CH2:9]2)=[N:6][CH:5]=1. The catalyst class is: 1. (2) Reactant: [Cl:1][C:2]1[N:7]=[C:6]([O:8][CH3:9])[C:5]([C:10](O)([CH3:16])[C:11]([O:13][CH2:14][CH3:15])=[O:12])=[CH:4][CH:3]=1.CC1C=CC(S(O)(=O)=O)=CC=1.O. Product: [Cl:1][C:2]1[N:7]=[C:6]([O:8][CH3:9])[C:5]([C:10](=[CH2:16])[C:11]([O:13][CH2:14][CH3:15])=[O:12])=[CH:4][CH:3]=1. The catalyst class is: 11.